Dataset: NCI-60 drug combinations with 297,098 pairs across 59 cell lines. Task: Regression. Given two drug SMILES strings and cell line genomic features, predict the synergy score measuring deviation from expected non-interaction effect. Drug 1: C1CCC(CC1)NC(=O)N(CCCl)N=O. Drug 2: CC1C(C(CC(O1)OC2CC(OC(C2O)C)OC3=CC4=CC5=C(C(=O)C(C(C5)C(C(=O)C(C(C)O)O)OC)OC6CC(C(C(O6)C)O)OC7CC(C(C(O7)C)O)OC8CC(C(C(O8)C)O)(C)O)C(=C4C(=C3C)O)O)O)O. Cell line: LOX IMVI. Synergy scores: CSS=37.3, Synergy_ZIP=-7.27, Synergy_Bliss=-0.303, Synergy_Loewe=1.13, Synergy_HSA=0.748.